This data is from HIV replication inhibition screening data with 41,000+ compounds from the AIDS Antiviral Screen. The task is: Binary Classification. Given a drug SMILES string, predict its activity (active/inactive) in a high-throughput screening assay against a specified biological target. The result is 0 (inactive). The drug is COc1ccc2c(c1OC)C(=O)OC2C1c2c(cc3c(c2OC)OCO3)CCN1C.